This data is from Catalyst prediction with 721,799 reactions and 888 catalyst types from USPTO. The task is: Predict which catalyst facilitates the given reaction. (1) Reactant: [NH:1]1[C:9]2[C:4](=[CH:5][C:6]([C:10]3[C:18]4[C:13](=[N:14]C=C(C5C=CC(C=O)=CC=5)[CH:17]=4)[N:12](S(C4C=CC(C)=CC=4)(=O)=O)[CH:11]=3)=[CH:7][CH:8]=2)[CH:3]=[CH:2]1.[CH2:37]([N:44]1[CH2:49][CH2:48][NH:47][CH2:46][CH2:45]1)[C:38]1[CH:43]=[CH:42][CH:41]=[CH:40][CH:39]=1.C(O[BH-](O[C:60](=O)[CH3:61])OC(=O)C)(=O)C.[Na+]. Product: [CH2:37]([N:44]1[CH2:49][CH2:48][N:47]([CH2:3][C:4]2[CH:9]=[CH:8][C:7]([N:12]3[C:13]4=[N:14][CH:60]=[CH:61][CH:17]=[C:18]4[C:10]([C:6]4[CH:5]=[C:4]5[C:9](=[CH:8][CH:7]=4)[NH:1][CH:2]=[CH:3]5)=[CH:11]3)=[CH:6][CH:5]=2)[CH2:46][CH2:45]1)[C:38]1[CH:39]=[CH:40][CH:41]=[CH:42][CH:43]=1. The catalyst class is: 4. (2) Reactant: [O:1]([C:13]1[CH:18]=[C:17]([O:19][CH3:20])[CH:16]=[CH:15][C:14]=1[CH2:21][C:22]1[CH:27]=[CH:26][C:25]([CH2:28][CH2:29][O:30]COC)=[CH:24][CH:23]=1)[C@@H:2]1[O:10][C@H:9]([CH2:11][OH:12])[C@@H:7]([OH:8])[C@H:5]([OH:6])[C@H:3]1[OH:4].O.C1(C)C=CC(S(O)(=O)=O)=CC=1.C(N(CC)CC)C. The catalyst class is: 5. Product: [O:1]([C:13]1[CH:18]=[C:17]([O:19][CH3:20])[CH:16]=[CH:15][C:14]=1[CH2:21][C:22]1[CH:23]=[CH:24][C:25]([CH2:28][CH2:29][OH:30])=[CH:26][CH:27]=1)[C@@H:2]1[O:10][C@H:9]([CH2:11][OH:12])[C@@H:7]([OH:8])[C@H:5]([OH:6])[C@H:3]1[OH:4]. (3) Reactant: [CH:1]1([C:4]2[N:8]([CH3:9])[C:7]3[CH:10]=[C:11]([N:14]4[CH:19]=[CH:18][C:17]([OH:20])=[CH:16][C:15]4=[O:21])[CH:12]=[CH:13][C:6]=3[N:5]=2)[CH2:3][CH2:2]1.[CH3:22][C:23]1[N:24]=[C:25]([CH2:28]O)[S:26][CH:27]=1.C1(P(C2C=CC=CC=2)C2C=CC=CC=2)C=CC=CC=1.N(C(OCCOC)=O)=NC(OCCOC)=O. Product: [CH:1]1([C:4]2[N:8]([CH3:9])[C:7]3[CH:10]=[C:11]([N:14]4[CH:19]=[CH:18][C:17]([O:20][CH2:28][C:25]5[S:26][CH:27]=[C:23]([CH3:22])[N:24]=5)=[CH:16][C:15]4=[O:21])[CH:12]=[CH:13][C:6]=3[N:5]=2)[CH2:2][CH2:3]1. The catalyst class is: 20. (4) Reactant: [C:1]([O:5][C:6]([N:8]([CH3:54])[C@@H:9]([CH3:53])[C:10]([NH:12][C@@H:13]([C:49]([CH3:52])([CH3:51])[CH3:50])[C:14]([N:16]1[C@H:25]([C:26]([N:28]([CH2:38][C:39]2[CH:48]=[CH:47][C:42]([C:43]([O:45]C)=[O:44])=[CH:41][CH:40]=2)[C@@H:29]([C:31]2[CH:36]=[CH:35][CH:34]=[CH:33][C:32]=2[Cl:37])[CH3:30])=[O:27])[CH2:24][C:23]2[C:18](=[CH:19][CH:20]=[CH:21][CH:22]=2)[CH2:17]1)=[O:15])=[O:11])=[O:7])([CH3:4])([CH3:3])[CH3:2].[Li+].[OH-].Cl. Product: [C:1]([O:5][C:6]([N:8]([CH3:54])[C@@H:9]([CH3:53])[C:10]([NH:12][C@@H:13]([C:49]([CH3:52])([CH3:51])[CH3:50])[C:14]([N:16]1[C@H:25]([C:26]([N:28]([CH2:38][C:39]2[CH:40]=[CH:41][C:42]([C:43]([OH:45])=[O:44])=[CH:47][CH:48]=2)[C@@H:29]([C:31]2[CH:36]=[CH:35][CH:34]=[CH:33][C:32]=2[Cl:37])[CH3:30])=[O:27])[CH2:24][C:23]2[C:18](=[CH:19][CH:20]=[CH:21][CH:22]=2)[CH2:17]1)=[O:15])=[O:11])=[O:7])([CH3:4])([CH3:3])[CH3:2]. The catalyst class is: 36. (5) Reactant: [Cl-:1].[NH4+].[CH3:3][O:4][C:5](=[O:29])[C@H:6]([NH:18][C:19]([O:21][CH2:22][C:23]1[CH:28]=[CH:27][CH:26]=[CH:25][CH:24]=1)=[O:20])[CH2:7][C:8]1[CH:13]=[CH:12][C:11]([N+:14]([O-])=O)=[C:10]([OH:17])[CH:9]=1. Product: [ClH:1].[CH3:3][O:4][C:5](=[O:29])[C@H:6]([NH:18][C:19]([O:21][CH2:22][C:23]1[CH:28]=[CH:27][CH:26]=[CH:25][CH:24]=1)=[O:20])[CH2:7][C:8]1[CH:13]=[CH:12][C:11]([NH2:14])=[C:10]([OH:17])[CH:9]=1. The catalyst class is: 292.